This data is from Full USPTO retrosynthesis dataset with 1.9M reactions from patents (1976-2016). The task is: Predict the reactants needed to synthesize the given product. (1) Given the product [CH3:1][C:2]1[CH:7]=[C:6]([N:8]2[CH2:12][CH2:11][CH:10]([N:13]3[CH2:17][CH2:16][CH2:15][CH:14]3[CH3:18])[CH2:9]2)[CH:5]=[CH:4][C:3]=1[NH:19][C:31]([C:26]1[O:27][C:28]2[C:23]([C:24](=[O:34])[CH:25]=1)=[CH:22][C:21]([Cl:20])=[CH:30][CH:29]=2)=[O:32], predict the reactants needed to synthesize it. The reactants are: [CH3:1][C:2]1[CH:7]=[C:6]([N:8]2[CH2:12][CH2:11][CH:10]([N:13]3[CH2:17][CH2:16][CH2:15][CH:14]3[CH3:18])[CH2:9]2)[CH:5]=[CH:4][C:3]=1[NH2:19].[Cl:20][C:21]1[CH:22]=[C:23]2[C:28](=[CH:29][CH:30]=1)[O:27][C:26]([C:31](O)=[O:32])=[CH:25][C:24]2=[O:34]. (2) Given the product [CH3:19][O:18][CH:16]([O:17][CH3:20])[CH2:15][NH:14][C:4]1[CH:5]=[CH:6][C:7]([N:8]2[CH2:9][CH2:10][O:11][CH2:12][CH2:13]2)=[C:2]([F:1])[CH:3]=1, predict the reactants needed to synthesize it. The reactants are: [F:1][C:2]1[CH:3]=[C:4]([NH:14][CH2:15][C:16]([O:18][CH3:19])=[O:17])[CH:5]=[CH:6][C:7]=1[N:8]1[CH2:13][CH2:12][O:11][CH2:10][CH2:9]1.[CH3:20]OC(OC)C=O. (3) Given the product [F:21][C:4]1[CH:3]=[C:2]([C:29]2[CH:30]=[CH:31][C:26]([S:23]([CH3:22])(=[O:25])=[O:24])=[CH:27][CH:28]=2)[CH:7]=[CH:6][C:5]=1[C:8]([N:10]1[CH2:14][CH2:13][CH2:12][C@H:11]1[CH2:15][N:16]1[CH2:20][CH2:19][CH2:18][CH2:17]1)=[O:9], predict the reactants needed to synthesize it. The reactants are: Br[C:2]1[CH:7]=[CH:6][C:5]([C:8]([N:10]2[CH2:14][CH2:13][CH2:12][C@H:11]2[CH2:15][N:16]2[CH2:20][CH2:19][CH2:18][CH2:17]2)=[O:9])=[C:4]([F:21])[CH:3]=1.[CH3:22][S:23]([C:26]1[CH:31]=[CH:30][C:29](B(O)O)=[CH:28][CH:27]=1)(=[O:25])=[O:24].[F-].[Cs+]. (4) Given the product [CH3:2][O:3][C:4](=[O:12])[C@H:5]([CH2:7][Si:8]([CH3:11])([CH3:10])[CH3:9])[NH:6][C:28]([O:27][CH2:20][C:21]1[CH:26]=[CH:25][CH:24]=[CH:23][CH:22]=1)=[O:29], predict the reactants needed to synthesize it. The reactants are: Cl.[CH3:2][O:3][C:4](=[O:12])[C@H:5]([CH2:7][Si:8]([CH3:11])([CH3:10])[CH3:9])[NH2:6].C(N(CC)CC)C.[CH2:20]([O:27][C:28](ON1C(=O)CCC1=O)=[O:29])[C:21]1[CH:26]=[CH:25][CH:24]=[CH:23][CH:22]=1. (5) Given the product [CH2:36]([O:35][CH:28]([O:27][CH2:25][CH3:26])[C:29]1[N:30]=[C:31]([CH3:32])[N:34]([CH2:4][CH3:5])[N:33]=1)[CH3:37], predict the reactants needed to synthesize it. The reactants are: C[O-].[Na+].[C:4](O)(=O)[C:5](O)=O.C(NN)C.C(OC(OCC)C(=N)OC)C.[CH2:25]([O:27][CH:28]([O:35][CH2:36][CH3:37])/[C:29](=[N:33]/[NH2:34])/[NH:30][CH2:31][CH3:32])[CH3:26].Cl.C(=N)(O)C. (6) Given the product [CH2:16]([O:18][CH:19]([O:24][CH2:25][CH3:26])[CH2:20][CH2:21][CH2:22][O:3][CH2:2][CH2:1][OH:4])[CH3:17], predict the reactants needed to synthesize it. The reactants are: [CH2:1]([OH:4])[CH2:2][OH:3].CC(C)([O-])C.[K+].C(O)(C)(C)C.[CH2:16]([O:18][CH:19]([O:24][CH2:25][CH3:26])[CH2:20][CH2:21][CH2:22]Cl)[CH3:17]. (7) The reactants are: [CH3:1][C:2]1[CH:10]=[CH:9][C:5]([C:6]([OH:8])=O)=[CH:4][C:3]=1[N:11]1[CH:15]=[C:14]([C:16]2[CH:17]=[N:18][C:19]([CH2:22][N:23]3[CH2:28][CH2:27][O:26][CH2:25][CH2:24]3)=[CH:20][CH:21]=2)[N:13]=[N:12]1.[NH2:29][C:30]1[C:31]([O:45][CH3:46])=[C:32]([NH:40][S:41]([CH3:44])(=[O:43])=[O:42])[CH:33]=[C:34]([C:36]([CH3:39])([CH3:38])[CH3:37])[CH:35]=1. Given the product [C:36]([C:34]1[CH:33]=[C:32]([NH:40][S:41]([CH3:44])(=[O:43])=[O:42])[C:31]([O:45][CH3:46])=[C:30]([NH:29][C:6](=[O:8])[C:5]2[CH:9]=[CH:10][C:2]([CH3:1])=[C:3]([N:11]3[CH:15]=[C:14]([C:16]4[CH:17]=[N:18][C:19]([CH2:22][N:23]5[CH2:24][CH2:25][O:26][CH2:27][CH2:28]5)=[CH:20][CH:21]=4)[N:13]=[N:12]3)[CH:4]=2)[CH:35]=1)([CH3:39])([CH3:37])[CH3:38], predict the reactants needed to synthesize it. (8) Given the product [CH2:79]([O:11][C@H:10]1[C@H:19]([O:20][CH2:21][C:22]2[CH:27]=[CH:26][CH:25]=[CH:24][CH:23]=2)[C@H:28]([CH2:30][O:31][CH2:32][C:33]2[CH:38]=[CH:37][CH:36]=[CH:35][CH:34]=2)[S:39][CH:9]1[S:8][CH2:1][C:2]1[CH:7]=[CH:6][CH:5]=[CH:4][CH:3]=1)[C:73]1[CH:78]=[CH:77][CH:76]=[CH:75][CH:74]=1, predict the reactants needed to synthesize it. The reactants are: [CH2:1]([S:8][CH:9]([S:39]CC1C=CC=CC=1)[C@H:10]([C@@H:19]([C@@H:28]([CH2:30][O:31][CH2:32][C:33]1[CH:38]=[CH:37][CH:36]=[CH:35][CH:34]=1)O)[O:20][CH2:21][C:22]1[CH:27]=[CH:26][CH:25]=[CH:24][CH:23]=1)[O:11]CC1C=CC=CC=1)[C:2]1[CH:7]=[CH:6][CH:5]=[CH:4][CH:3]=1.C1(P(C2C=CC=CC=2)C2C=CC=CC=2)C=CC=CC=1.II.N1C=CN=C1.[C:73]1([CH3:79])[CH:78]=[CH:77][CH:76]=[CH:75][CH:74]=1.C(#N)C.